Dataset: Catalyst prediction with 721,799 reactions and 888 catalyst types from USPTO. Task: Predict which catalyst facilitates the given reaction. (1) Product: [NH2:22][CH2:21][C@@H:17]1[O:18][CH2:19][CH2:20][N:15]([CH2:14][CH2:13][N:10]2[C:11]3[C:6](=[N:5][CH:4]=[C:3]([O:2][CH3:1])[CH:12]=3)[CH:7]=[CH:8][C:9]2=[O:30])[CH2:16]1. Reactant: [CH3:1][O:2][C:3]1[CH:12]=[C:11]2[C:6]([CH:7]=[CH:8][C:9](=[O:30])[N:10]2[CH2:13][CH2:14][N:15]2[CH2:20][CH2:19][O:18][C@@H:17]([CH2:21][NH:22]C(=O)OC(C)(C)C)[CH2:16]2)=[N:5][CH:4]=1.Cl.O1CCOCC1.C(=O)([O-])[O-]. The catalyst class is: 2. (2) Reactant: [C:1]([NH:4][C:5]1[C:6](=[O:12])[CH2:7][CH2:8][CH2:9][C:10]=1O)(=O)[CH3:2].C([O-])(=O)C.[NH4+:17]. Product: [CH3:2][C:1]1[NH:17][C:10]2[CH2:9][CH2:8][CH2:7][C:6](=[O:12])[C:5]=2[N:4]=1. The catalyst class is: 11. (3) The catalyst class is: 16. Product: [Br:1][C:2]1[CH:3]=[CH:4][C:5]([C:9]([OH:11])=[O:10])=[N:6][C:7]=1[S:15][CH2:14][CH:13]([CH3:16])[CH3:12]. Reactant: [Br:1][C:2]1[CH:3]=[CH:4][C:5]([C:9]([OH:11])=[O:10])=[N:6][C:7]=1Cl.[CH3:12][CH:13]([CH3:16])[CH2:14][SH:15].C(=O)([O-])[O-].[Cs+].[Cs+].Cl. (4) Reactant: I[CH:2]1[CH2:5][N:4]([C:6]([O:8][C:9]([CH3:12])([CH3:11])[CH3:10])=[O:7])[CH2:3]1.[CH3:13][NH2:14]. Product: [NH3:4].[CH3:13][NH:14][CH:2]1[CH2:5][N:4]([C:6]([O:8][C:9]([CH3:12])([CH3:11])[CH3:10])=[O:7])[CH2:3]1. The catalyst class is: 8. (5) The catalyst class is: 64. Reactant: [CH:1]1([S:4]([NH2:7])(=[O:6])=[O:5])[CH2:3][CH2:2]1.O(C(O[C:19]([CH3:22])([CH3:21])[CH3:20])=O)C(O[C:19]([CH3:22])([CH3:21])[CH3:20])=O.C([N:25](CC)CC)C.[C:30]([O:33]CC)(=[O:32])C. Product: [C:19]([NH:25][C:30](=[O:32])[OH:33])([CH3:20])([CH3:21])[CH3:22].[CH:1]1([S:4]([NH2:7])(=[O:6])=[O:5])[CH2:3][CH2:2]1. (6) Reactant: [OH:1][N:2]1[C:6](=[O:7])[C:5]2=[CH:8][CH:9]=[CH:10][CH:11]=[C:4]2[C:3]1=[O:12].CN1[CH2:18][CH2:17][CH2:16]C1=O.[C:20]([O-])([O-])=O.[K+].[K+].Br[CH2:27][C:28]([O:30]CCCC)=[O:29]. Product: [C:3]1(=[O:12])[N:2]([O:1][CH2:27][C:28]([O:30][C:17]([CH3:16])([CH3:18])[CH3:20])=[O:29])[C:6](=[O:7])[C:5]2=[CH:8][CH:9]=[CH:10][CH:11]=[C:4]12. The catalyst class is: 6. (7) Reactant: Cl[C:2]1[CH:7]=[C:6]([C:8]#[N:9])[CH:5]=[C:4]([N:10]2[CH2:15][CH2:14][O:13][CH2:12][CH2:11]2)[N:3]=1.O.C(=O)(O)[O-].[Na+].[F:22][C:23]([F:35])([F:34])[O:24][C:25]1[CH:30]=[CH:29][C:28](B(O)O)=[CH:27][CH:26]=1. Product: [O:13]1[CH2:14][CH2:15][N:10]([C:4]2[CH:5]=[C:6]([C:8]#[N:9])[CH:7]=[C:2]([C:28]3[CH:27]=[CH:26][C:25]([O:24][C:23]([F:22])([F:34])[F:35])=[CH:30][CH:29]=3)[N:3]=2)[CH2:11][CH2:12]1. The catalyst class is: 216. (8) Reactant: [CH3:1][C@@:2]([NH:15][NH2:16])([C:12]([OH:14])=[O:13])[CH2:3][C:4]1[CH:5]=[CH:6][C:7]([OH:11])=[C:8]([OH:10])[CH:9]=1.[C:17](Cl)(=O)C. Product: [OH:10][C:8]1[CH:9]=[C:4]([CH2:3][C:2]([NH:15][NH2:16])([CH3:1])[C:12]([O:14][CH3:17])=[O:13])[CH:5]=[CH:6][C:7]=1[OH:11]. The catalyst class is: 5.